Dataset: Forward reaction prediction with 1.9M reactions from USPTO patents (1976-2016). Task: Predict the product of the given reaction. (1) Given the reactants [N+:1]([C:4]1[CH:9]=[CH:8][C:7]([NH:10][CH:11]2[CH2:16][CH2:15][CH:14]([O:17][CH2:18][C:19]([OH:21])=O)[CH2:13][CH2:12]2)=[CH:6][C:5]=1[C:22]([F:25])([F:24])[F:23])([O-:3])=[O:2].CCN(C(C)C)C(C)C.CN(C(ON1N=NC2C=CC=NC1=2)=[N+](C)C)C.F[P-](F)(F)(F)(F)F.[F:59][C:60]1[CH:61]=[C:62]2[C:67](=[CH:68][CH:69]=1)[CH:66]=[C:65]([N:70]1[CH2:75][CH2:74][NH:73][CH2:72][CH2:71]1)[CH:64]=[CH:63]2, predict the reaction product. The product is: [F:59][C:60]1[CH:61]=[C:62]2[C:67](=[CH:68][CH:69]=1)[CH:66]=[C:65]([N:70]1[CH2:71][CH2:72][N:73]([C:19](=[O:21])[CH2:18][O:17][CH:14]3[CH2:15][CH2:16][CH:11]([NH:10][C:7]4[CH:8]=[CH:9][C:4]([N+:1]([O-:3])=[O:2])=[C:5]([C:22]([F:24])([F:23])[F:25])[CH:6]=4)[CH2:12][CH2:13]3)[CH2:74][CH2:75]1)[CH:64]=[CH:63]2. (2) The product is: [ClH:34].[C:39]([C:38]1[CH:42]=[CH:43][C:44]2[NH:45][C:11]([C:9]3[CH:10]=[C:5]([C:3]([OH:2])=[O:4])[CH:6]=[C:7]([C:20]4[CH:25]=[CH:24][CH:23]=[C:22]([S:26](=[O:32])(=[O:33])[NH2:27])[CH:21]=4)[C:8]=3[OH:13])=[N:35][C:36]=2[CH:37]=1)(=[NH:40])[NH2:41]. Given the reactants C[O:2][C:3]([C:5]1[CH:6]=[C:7]([C:20]2[CH:25]=[CH:24][CH:23]=[C:22]([S:26](=[O:33])(=[O:32])[NH:27]C(C)(C)C)[CH:21]=2)[C:8]([O:13]COCCOC)=[C:9]([CH:11]=O)[CH:10]=1)=[O:4].[ClH:34].[NH2:35][C:36]1[CH:37]=[C:38]([CH:42]=[CH:43][C:44]=1[NH2:45])[C:39]([NH2:41])=[NH:40], predict the reaction product. (3) Given the reactants C([O:3][P:4]([CH2:8][O:9][C:10]1[CH:18]=[C:17]2[C:13]([C:14]([C:40](=[O:42])[CH3:41])=[CH:15][N:16]2[CH2:19][C:20]([N:22]2[CH2:26][C@H:25]([F:27])[CH2:24][C@H:23]2[C:28](=[O:39])[NH:29][CH2:30][C:31]2[CH:36]=[CH:35][CH:34]=[C:33]([Cl:37])[C:32]=2[F:38])=[O:21])=[CH:12][CH:11]=1)([CH2:6][CH3:7])=[O:5])C.C[Si](Br)(C)C, predict the reaction product. The product is: [C:40]([C:14]1[C:13]2[C:17](=[CH:18][C:10]([O:9][CH2:8][P:4]([CH2:6][CH3:7])(=[O:3])[OH:5])=[CH:11][CH:12]=2)[N:16]([CH2:19][C:20]([N:22]2[CH2:26][C@H:25]([F:27])[CH2:24][C@H:23]2[C:28](=[O:39])[NH:29][CH2:30][C:31]2[CH:36]=[CH:35][CH:34]=[C:33]([Cl:37])[C:32]=2[F:38])=[O:21])[CH:15]=1)(=[O:42])[CH3:41]. (4) Given the reactants [NH2:1][C:2]1[CH:3]=[C:4]2[C:9](=[CH:10][CH:11]=1)[C:8](=[O:12])[N:7]([CH2:13][CH:14]([CH3:16])[CH3:15])[C:6]([CH2:17][NH:18][C:19](=[O:25])[O:20][C:21]([CH3:24])([CH3:23])[CH3:22])=[C:5]2[O:26][CH2:27][CH2:28][CH2:29][CH3:30].[C:31](Cl)(=[O:33])[CH3:32].O, predict the reaction product. The product is: [C:31]([NH:1][C:2]1[CH:3]=[C:4]2[C:9](=[CH:10][CH:11]=1)[C:8](=[O:12])[N:7]([CH2:13][CH:14]([CH3:16])[CH3:15])[C:6]([CH2:17][NH:18][C:19](=[O:25])[O:20][C:21]([CH3:23])([CH3:22])[CH3:24])=[C:5]2[O:26][CH2:27][CH2:28][CH2:29][CH3:30])(=[O:33])[CH3:32]. (5) Given the reactants Cl[CH2:2][C:3]([NH:5][C:6]1[C:7]([C:11]([O:13][CH3:14])=[O:12])=[CH:8][S:9][CH:10]=1)=[O:4].[N:15]1([C:21]2[N:22]=[N:23][C:24]3[CH:30]=[CH:29][CH:28]=[CH:27][C:25]=3[N:26]=2)[CH2:20][CH2:19][NH:18][CH2:17][CH2:16]1.CCN(C(C)C)C(C)C, predict the reaction product. The product is: [N:23]1[C:24]2[CH:30]=[CH:29][CH:28]=[CH:27][C:25]=2[N:26]=[C:21]([N:15]2[CH2:16][CH2:17][N:18]([CH2:2][C:3]([NH:5][C:6]3[C:7]([C:11]([O:13][CH3:14])=[O:12])=[CH:8][S:9][CH:10]=3)=[O:4])[CH2:19][CH2:20]2)[N:22]=1. (6) Given the reactants [Cl:1][C:2]1[CH:7]=[CH:6][CH:5]=[C:4]([Cl:8])[C:3]=1[NH:9][C:10]([NH:12][C:13]1[S:14][C:15]([C:21]2[CH:22]=[N:23][N:24]([CH3:26])[CH:25]=2)=[CH:16][C:17]=1[C:18](O)=[O:19])=[O:11].CN(C(ON1N=NC2C=CC=NC1=2)=[N+](C)C)C.F[P-](F)(F)(F)(F)F.CCN(C(C)C)C(C)C.Cl.[NH2:61][C@@H:62]([CH:67]1[CH2:72][CH2:71][CH2:70][CH2:69][CH2:68]1)[C:63]([O:65][CH3:66])=[O:64], predict the reaction product. The product is: [CH:67]1([C@H:62]([NH:61][C:18]([C:17]2[CH:16]=[C:15]([C:21]3[CH:22]=[N:23][N:24]([CH3:26])[CH:25]=3)[S:14][C:13]=2[NH:12][C:10]([NH:9][C:3]2[C:2]([Cl:1])=[CH:7][CH:6]=[CH:5][C:4]=2[Cl:8])=[O:11])=[O:19])[C:63]([O:65][CH3:66])=[O:64])[CH2:72][CH2:71][CH2:70][CH2:69][CH2:68]1.